This data is from Reaction yield outcomes from USPTO patents with 853,638 reactions. The task is: Predict the reaction yield, written as a fraction of the theoretical maximum amount of product (1.0 means a 100% yield; for example, 0.34 means a 34% yield). (1) The reactants are O=[C:2]([C:13]1[CH:14]=[N:15][CH:16]=[CH:17][CH:18]=1)[CH2:3][N:4]1[CH:8]=[CH:7][CH:6]=[C:5]1[C:9]([O:11]C)=O.[CH2:19]([NH2:22])[CH2:20][NH2:21]. The catalyst is O1CCOCC1. The product is [N:15]1[CH:16]=[CH:17][CH:18]=[C:13]([C:2]23[NH:22][CH2:19][CH2:20][N:21]2[C:9](=[O:11])[C:5]2[N:4]([CH:8]=[CH:7][CH:6]=2)[CH2:3]3)[CH:14]=1. The yield is 0.860. (2) The reactants are [CH2:1]1[O:10][C:9]2[CH:8]=[CH:7][C:5]([NH2:6])=[CH:4][C:3]=2[O:2]1.Cl[C:12](OC1C=CC=CC=1)=[O:13].C(N(CC)CC)C.[CH2:28]1[C:36]2[C:31](=[CH:32][CH:33]=[CH:34][CH:35]=2)[CH2:30][NH:29]1. The catalyst is C(Cl)Cl. The product is [CH2:1]1[O:10][C:9]2[CH:8]=[CH:7][C:5]([NH:6][C:12]([N:29]3[CH2:30][C:31]4[C:36](=[CH:35][CH:34]=[CH:33][CH:32]=4)[CH2:28]3)=[O:13])=[CH:4][C:3]=2[O:2]1. The yield is 0.600.